Dataset: Forward reaction prediction with 1.9M reactions from USPTO patents (1976-2016). Task: Predict the product of the given reaction. (1) Given the reactants [OH:1][C@H:2]([CH3:6])[C:3](O)=[O:4].[F:7][C:8]1[CH:13]=[CH:12][C:11]([N:14]2[C:22]3[C:17](=[CH:18][C:19]([O:23][C@H:24]([C:28]4[CH:33]=[CH:32][CH:31]=[C:30]([O:34][CH3:35])[CH:29]=4)[C@@H:25]([NH2:27])[CH3:26])=[CH:20][CH:21]=3)[CH:16]=[N:15]2)=[CH:10][CH:9]=1, predict the reaction product. The product is: [F:7][C:8]1[CH:9]=[CH:10][C:11]([N:14]2[C:22]3[C:17](=[CH:18][C:19]([O:23][C@H:24]([C:28]4[CH:33]=[CH:32][CH:31]=[C:30]([O:34][CH3:35])[CH:29]=4)[C@@H:25]([NH:27][C:3](=[O:4])[C@H:2]([OH:1])[CH3:6])[CH3:26])=[CH:20][CH:21]=3)[CH:16]=[N:15]2)=[CH:12][CH:13]=1. (2) The product is: [Cl:1][C:2]1[CH:3]=[C:4]([O:9][C@H:10]([CH3:11])[CH2:12][CH3:13])[CH:5]=[CH:6][C:7]=1[F:8]. Given the reactants [Cl:1][C:2]1[CH:3]=[C:4]([OH:9])[CH:5]=[CH:6][C:7]=1[F:8].[C@@H:10](O)([CH2:12][CH3:13])[CH3:11].C1(P(C2C=CC=CC=2)C2C=CC=CC=2)C=CC=CC=1.CC(OC(/N=N/C(OC(C)C)=O)=O)C, predict the reaction product.